Dataset: Peptide-MHC class I binding affinity with 185,985 pairs from IEDB/IMGT. Task: Regression. Given a peptide amino acid sequence and an MHC pseudo amino acid sequence, predict their binding affinity value. This is MHC class I binding data. (1) The peptide sequence is VLAALVCYIV. The MHC is HLA-A02:06 with pseudo-sequence HLA-A02:06. The binding affinity (normalized) is 0.821. (2) The peptide sequence is SLKLLNTRRRQ. The MHC is H-2-Kb with pseudo-sequence H-2-Kb. The binding affinity (normalized) is 0.0813. (3) The peptide sequence is IHAEFQASL. The MHC is HLA-A02:01 with pseudo-sequence HLA-A02:01. The binding affinity (normalized) is 0.0847. (4) The peptide sequence is RLATVGYPK. The MHC is HLA-B18:01 with pseudo-sequence HLA-B18:01. The binding affinity (normalized) is 0.213. (5) The peptide sequence is RRQDILDLWI. The MHC is HLA-A01:01 with pseudo-sequence HLA-A01:01. The binding affinity (normalized) is 0.0485.